This data is from Forward reaction prediction with 1.9M reactions from USPTO patents (1976-2016). The task is: Predict the product of the given reaction. Given the reactants [F:1][C:2]([F:18])([F:17])[C:3]1[CH:8]=[CH:7][N:6]=[C:5]([N:9]2[CH:13]=[C:12]([C:14]([OH:16])=O)[N:11]=[CH:10]2)[CH:4]=1.[NH:19]1[CH2:23][CH2:22][C@H:21]([NH:24][C:25](=[O:31])[O:26][C:27]([CH3:30])([CH3:29])[CH3:28])[CH2:20]1.F[P-](F)(F)(F)(F)F.N1(O[P+](N(C)C)(N(C)C)N(C)C)C2C=CC=CC=2N=N1.C(N(CC)CC)C, predict the reaction product. The product is: [F:17][C:2]([F:1])([F:18])[C:3]1[CH:8]=[CH:7][N:6]=[C:5]([N:9]2[CH:13]=[C:12]([C:14]([N:19]3[CH2:23][CH2:22][C@H:21]([NH:24][C:25](=[O:31])[O:26][C:27]([CH3:29])([CH3:28])[CH3:30])[CH2:20]3)=[O:16])[N:11]=[CH:10]2)[CH:4]=1.